Dataset: Human Reference Interactome with 51,813 positive PPI pairs across 8,248 proteins, plus equal number of experimentally-validated negative pairs. Task: Binary Classification. Given two protein amino acid sequences, predict whether they physically interact or not. (1) Protein 1 (ENSG00000111863) has sequence MTKTSTCIYHFLVLSWYTFLNYYISQEGKDEVKPKILANGARWKYMTLLNLLKNRTAGFDIYQPGSFRQLLQTIFYGVTCLDDVLKRTKGGKDIKFLTAFRDLLFTTLAFPVSTFVFLAFWILFLYNRDLIYPKVLDTVIPVWLNHAMHTFIFPITLAEVVLRPHSYPSKKTGLTLLAAASIAYISRILWLYFETGTWVYPVFAKLSLLGLAAFFSLSYVFIASIYLLGEKLNHWKWGDMRQPRKKRK*MTKTSTCIYHFLVLSWYTFLNYYISQEGKDEVKPKILANGARWKYMTLLNL.... Protein 2 (ENSG00000198382) has sequence MSASASVGGPVPQPPPGPAAALPPGSAARALHVELPSQQRRLRHLRNIAARNIVNRNGHQLLDTYFTLHLCSTEKIYKEFYRSEVIKNSLNPTWRSLDFGIMPDRLDTSVSCFVVKIWGGKENIYQLLIEWKVCLDGLKYLGQQIHARNQNEIIFGLNDGYYGAPFEHKGYSNAQKTILLQVDQNCVRNSYDVFSLLRLHRAQCAIKQTQVTVQKIGKEIEEKLRLTSTSNELKKKSECLQLKILVLQNELERQKKALGREVALLHKQQIALQDKGSAFSAEHLKLQLQKESLNELRKEC.... Result: 0 (the proteins do not interact). (2) Protein 1 (ENSG00000267680) has sequence MTTFKEAMTFKDVAVVFTEEELGLLDLAQRKLYRDVMLENFRNLLSVGHQAFHRDTFHFLREEKIWMMKTAIQREGNSGDKIQTEMETVSEAGTHQEWSFQQIWEKIASDLTRSQDLMINSSQFSKEGDFPCQTEAGLSVIHTRQKSSQGNGYKPSFSDVSHFDFHQQLHSGEKSHTCDECGKNFCYISALRIHQRVHMGEKCYKCDVCGKEFSQSSHLQTHQRVHTGEKPFKCVECGKGFSRRSALNVHHKLHTGEKPYNCEECGKAFIHDSQLQEHQRIHTGEKPFKCDICGKSFCGR.... Protein 2 (ENSG00000100461) has sequence MASDDFDIVIEAMLEAPYKKEEDEQQRKEVKKDYPSNTTSSTSNSGNETSGSSTIGETSKKKRSRSHNKSRDRKRSRSRDRDRYRRRNSRSRSPGRQCRHRSRSWDRRHGSESRSRDHRREDRVHYRSPPLATGYRYGHSKSPHFREKSPVREPVDNLSPEERDARTVFCMQLAARIRPRDLEDFFSAVGKVRDVRIISDRNSRRSKGIAYVEFCEIQSVPLAIGLTGQRLLGVPIIVQASQAEKNRLAAMANNLQKGNGGPMRLYVGSLHFNITEDMLRGIFEPFGKIDNIVLMKDSDT.... Result: 0 (the proteins do not interact). (3) Protein 1 (ENSG00000165584) has sequence MNGDDTFARRPTVGAQIPEKIQKAFDDIAKYFSKEEWEKMKVSEKIVYVYMKRKYEAMTKLGFKAILPSFMRNKRVTDFQGNDFDNDPNRGNQVQRPQMTFGRLQGIFPKIMPKKPAEEGNVSKEVPEASGPQNDGKQLCPPGKPTTSEKINMISGPKRGEHAWTHRLRERKQLVIYEEISDPEEDDE*MNGDDTFARRPTVGAQIPEKIQKAFDDIAKYFSKEEWEKMKVSEKIVYVYMKRKYEAMTKLGFKAILPSFMRNKRVTDFQGNDFDNDPNRGNQVQRPQMTFGRLQGIFPKI.... Protein 2 (ENSG00000172785) has sequence MYFKRAARAFPVLLTGAGKTTLLNYILTEQHSKRVAVILNEFGEGSALEKSLAVSQGGELYEEWLELRNGCLCCSVKDSGLRAIENLMQKKGKFDYILLETTGLADPGAVASMFWVDAELGSDIYLDGIITIVDSKYGLKHLTEEKPDGLINEATRQVALADAILINKTDLVPEEDVKKLRTTIRSINGLGQILETQRSRVDLSNVLDLHAFDSLSGISLQKKLQHVPGTQPHLDQSIVTITFEVPGNAKEEHLNMFIQNLLWEKNVRNKDNHCMEVIRLKGLVSIKDKSQQVIVQGVHE.... Result: 1 (the proteins interact). (4) Result: 0 (the proteins do not interact). Protein 2 (ENSG00000134352) has sequence MLTLQTWLVQALFIFLTTESTGELLDPCGYISPESPVVQLHSNFTAVCVLKEKCMDYFHVNANYIVWKTNHFTIPKEQYTIINRTASSVTFTDIASLNIQLTCNILTFGQLEQNVYGITIISGLPPEKPKNLSCIVNEGKKMRCEWDGGRETHLETNFTLKSEWATHKFADCKAKRDTPTSCTVDYSTVYFVNIEVWVEAENALGKVTSDHINFDPVYKVKPNPPHNLSVINSEELSSILKLTWTNPSIKSVIILKYNIQYRTKDASTWSQIPPEDTASTRSSFTVQDLKPFTEYVFRIR.... Protein 1 (ENSG00000183513) has sequence MPKYYEDKPQGGACAGLKEDLGACLLQSDCVVQEGKSPRQCLKEGYCNSLKYAFFECKRSVLDNRARFRGRKGY*MPKYYEDKPQGGACAGLKEDLGACLLQSDCVVQEGKSPRQCLKEGYCNSLKYAFFECKRSVMESRSVARAGVQ*. (5) Protein 1 (ENSG00000131626) has sequence MMCEVMPTISEAEGPPGGGGGHGSGSPSQPDADSHFEQLMVSMLEERDRLLDTLRETQETLALTQGKLHEVGHERDSLQRQLNTALPQEFAALTKELNVCREQLLEREEEIAELKAERNNTRLLLEHLECLVSRHERSLRMTVVKRQAQSPAGVSSEVEVLKALKSLFEHHKALDEKVRERLRVALERCSLLEEELGATHKELMILKEQNNQKKTLTDGVLDINHEQENTPSTSGKRSSDGSLSHEEDLAKVIELQEIISKQSREQSQMKERLASLSSHVTELEEDLDTARKDLIKSEEM.... Protein 2 (ENSG00000126458) has sequence MSSGAASGTGRGRPRGGGPGPGDPPPSETHKLVVVGGGGVGKSALTIQFIQSYFVSDYDPTIEDSYTKICSVDGIPARLDILDTAGQEEFGAMREQYMRAGHGFLLVFAINDRQSFNEVGKLFTQILRVKDRDDFPVVLVGNKADLESQRQVPRSEASAFGASHHVAYFEASAKLRLNVDEAFEQLVRAVRKYQEQELPPSPPSAPRKKGGGCPCVLL*. Result: 0 (the proteins do not interact).